From a dataset of Reaction yield outcomes from USPTO patents with 853,638 reactions. Predict the reaction yield, written as a fraction of the theoretical maximum amount of product (1.0 means a 100% yield; for example, 0.34 means a 34% yield). (1) The reactants are O.C1(C)C=CC(S(O)(=O)=O)=CC=1.C1(C)C=CC=CC=1.[CH3:20][O:21][CH2:22][C:23]([O:25][C:26]1[C:27]([F:42])=[C:28]([C:36]2[CH:41]=[CH:40][CH:39]=[CH:38][CH:37]=2)[C:29]([CH3:35])=[C:30]([C:33]#[N:34])[C:31]=1[NH2:32])=O. The catalyst is C(OCC)(=O)C. The product is [F:42][C:27]1[C:28]([C:36]2[CH:41]=[CH:40][CH:39]=[CH:38][CH:37]=2)=[C:29]([CH3:35])[C:30]([C:33]#[N:34])=[C:31]2[C:26]=1[O:25][C:23]([CH2:22][O:21][CH3:20])=[N:32]2. The yield is 0.790. (2) The reactants are C(OC(=O)[NH:10][C@H:11]([CH3:25])[CH2:12][N:13]([C:18]([O:20][C:21]([CH3:24])([CH3:23])[CH3:22])=[O:19])[CH2:14][CH2:15][CH2:16][OH:17])C1C=CC=CC=1.[H][H].[C:29]([O:33][CH3:34])(=[O:32])[CH:30]=[CH2:31].[Cl:35][C:36]1[CH:37]=[C:38]([CH:44]=[CH:45][CH:46]=1)[CH:39]=[CH:40][C:41](Cl)=[O:42].C(N(CC)CC)C. The catalyst is CO.C(Cl)Cl.[Pd]. The product is [CH3:34][O:33][C:29](=[O:32])[CH2:30][CH2:31][N:10]([C@H:11]([CH3:25])[CH2:12][N:13]([C:18]([O:20][C:21]([CH3:24])([CH3:23])[CH3:22])=[O:19])[CH2:14][CH2:15][CH2:16][OH:17])[C:41](=[O:42])/[CH:40]=[CH:39]/[C:38]1[CH:44]=[CH:45][CH:46]=[C:36]([Cl:35])[CH:37]=1. The yield is 0.640. (3) The reactants are [Br:1]N1C(=O)CCC1=O.[O:9]=[C:10]1[N:18]2[C:19]([C:25]3[CH:30]=[CH:29][CH:28]=[CH:27][N:26]=3)([C:22]([NH2:24])=[O:23])[CH2:20][O:21][C:16]3=[C:17]2[C:12](=[CH:13][CH:14]=[CH:15]3)[NH:11]1.C(#N)C. The catalyst is C(O)(=O)C. The product is [Br:1][C:15]1[C:16]2[O:21][CH2:20][C:19]([C:25]3[CH:30]=[CH:29][CH:28]=[CH:27][N:26]=3)([C:22]([NH2:24])=[O:23])[N:18]3[C:10](=[O:9])[NH:11][C:12]([C:17]=23)=[CH:13][CH:14]=1. The yield is 0.600. (4) The reactants are [Cl:1][C:2]1[CH:20]=[CH:19][C:5]2[N:6]=[C:7]([N:9]3[CH2:14][CH2:13][CH:12]([NH:15][CH:16]([CH3:18])[CH3:17])[CH2:11][CH2:10]3)[S:8][C:4]=2[CH:3]=1.[CH3:21][O:22][C:23](=[O:33])[CH2:24][C:25]1[CH:30]=[CH:29][CH:28]=[C:27]([CH2:31]Br)[CH:26]=1.C(=O)([O-])[O-].[K+].[K+].CN(C)C=O. The catalyst is O. The product is [CH3:21][O:22][C:23](=[O:33])[CH2:24][C:25]1[CH:30]=[CH:29][CH:28]=[C:27]([CH2:31][N:15]([CH:12]2[CH2:11][CH2:10][N:9]([C:7]3[S:8][C:4]4[CH:3]=[C:2]([Cl:1])[CH:20]=[CH:19][C:5]=4[N:6]=3)[CH2:14][CH2:13]2)[CH:16]([CH3:18])[CH3:17])[CH:26]=1. The yield is 0.370. (5) The reactants are [C:1]([C:5]1[CH:10]=[CH:9][C:8]([CH2:11][OH:12])=[CH:7][C:6]=1[O:13][CH3:14])([CH3:4])([CH3:3])[CH3:2].C1C(=O)N([Br:22])C(=O)C1. The catalyst is C(Cl)(Cl)(Cl)Cl.OS([O-])=O.[Na+]. The product is [Br:22][C:9]1[CH:10]=[C:5]([C:1]([CH3:4])([CH3:2])[CH3:3])[C:6]([O:13][CH3:14])=[CH:7][C:8]=1[CH2:11][OH:12]. The yield is 1.00.